From a dataset of NCI-60 drug combinations with 297,098 pairs across 59 cell lines. Regression. Given two drug SMILES strings and cell line genomic features, predict the synergy score measuring deviation from expected non-interaction effect. (1) Drug 1: CS(=O)(=O)OCCCCOS(=O)(=O)C. Drug 2: CCC1(C2=C(COC1=O)C(=O)N3CC4=CC5=C(C=CC(=C5CN(C)C)O)N=C4C3=C2)O.Cl. Cell line: NCI-H522. Synergy scores: CSS=23.9, Synergy_ZIP=-3.80, Synergy_Bliss=-3.56, Synergy_Loewe=-1.76, Synergy_HSA=-0.405. (2) Drug 1: CN1CCC(CC1)COC2=C(C=C3C(=C2)N=CN=C3NC4=C(C=C(C=C4)Br)F)OC. Drug 2: CC1=C(C=C(C=C1)NC(=O)C2=CC=C(C=C2)CN3CCN(CC3)C)NC4=NC=CC(=N4)C5=CN=CC=C5. Cell line: OVCAR-5. Synergy scores: CSS=19.9, Synergy_ZIP=-5.51, Synergy_Bliss=1.14, Synergy_Loewe=-4.37, Synergy_HSA=0.230. (3) Drug 1: CC1=C(C=C(C=C1)NC2=NC=CC(=N2)N(C)C3=CC4=NN(C(=C4C=C3)C)C)S(=O)(=O)N.Cl. Drug 2: C1=NC2=C(N=C(N=C2N1C3C(C(C(O3)CO)O)F)Cl)N. Cell line: TK-10. Synergy scores: CSS=14.3, Synergy_ZIP=-10.9, Synergy_Bliss=-4.01, Synergy_Loewe=-25.5, Synergy_HSA=-4.90. (4) Drug 1: C1=C(C(=O)NC(=O)N1)F. Drug 2: C1CN1P(=S)(N2CC2)N3CC3. Cell line: NCI-H226. Synergy scores: CSS=28.2, Synergy_ZIP=9.54, Synergy_Bliss=10.1, Synergy_Loewe=10.3, Synergy_HSA=11.2. (5) Drug 1: CC1=CC=C(C=C1)C2=CC(=NN2C3=CC=C(C=C3)S(=O)(=O)N)C(F)(F)F. Drug 2: C1CN1C2=NC(=NC(=N2)N3CC3)N4CC4. Cell line: HCT116. Synergy scores: CSS=28.7, Synergy_ZIP=2.71, Synergy_Bliss=-0.117, Synergy_Loewe=-21.2, Synergy_HSA=-3.25. (6) Drug 1: CC1CCC2CC(C(=CC=CC=CC(CC(C(=O)C(C(C(=CC(C(=O)CC(OC(=O)C3CCCCN3C(=O)C(=O)C1(O2)O)C(C)CC4CCC(C(C4)OC)O)C)C)O)OC)C)C)C)OC. Drug 2: C(CN)CNCCSP(=O)(O)O. Cell line: MALME-3M. Synergy scores: CSS=25.1, Synergy_ZIP=-4.25, Synergy_Bliss=3.97, Synergy_Loewe=-82.5, Synergy_HSA=4.46.